This data is from NCI-60 drug combinations with 297,098 pairs across 59 cell lines. The task is: Regression. Given two drug SMILES strings and cell line genomic features, predict the synergy score measuring deviation from expected non-interaction effect. (1) Drug 1: C1=NC(=NC(=O)N1C2C(C(C(O2)CO)O)O)N. Drug 2: CCN(CC)CCCC(C)NC1=C2C=C(C=CC2=NC3=C1C=CC(=C3)Cl)OC. Cell line: HCT-15. Synergy scores: CSS=32.6, Synergy_ZIP=5.61, Synergy_Bliss=9.24, Synergy_Loewe=3.82, Synergy_HSA=7.42. (2) Drug 1: CC1C(C(=O)NC(C(=O)N2CCCC2C(=O)N(CC(=O)N(C(C(=O)O1)C(C)C)C)C)C(C)C)NC(=O)C3=C4C(=C(C=C3)C)OC5=C(C(=O)C(=C(C5=N4)C(=O)NC6C(OC(=O)C(N(C(=O)CN(C(=O)C7CCCN7C(=O)C(NC6=O)C(C)C)C)C)C(C)C)C)N)C. Drug 2: C1CC(=O)NC(=O)C1N2C(=O)C3=CC=CC=C3C2=O. Cell line: OVCAR-5. Synergy scores: CSS=28.2, Synergy_ZIP=-3.76, Synergy_Bliss=1.63, Synergy_Loewe=-32.6, Synergy_HSA=-1.09. (3) Drug 1: CC12CCC3C(C1CCC2=O)CC(=C)C4=CC(=O)C=CC34C. Drug 2: CCC1(C2=C(COC1=O)C(=O)N3CC4=CC5=C(C=CC(=C5CN(C)C)O)N=C4C3=C2)O.Cl. Cell line: NCI-H522. Synergy scores: CSS=51.3, Synergy_ZIP=-4.45, Synergy_Bliss=0.396, Synergy_Loewe=-7.64, Synergy_HSA=2.38. (4) Drug 1: C1=CC(=CC=C1CC(C(=O)O)N)N(CCCl)CCCl.Cl. Cell line: OVCAR-5. Drug 2: CC1C(C(=O)NC(C(=O)N2CCCC2C(=O)N(CC(=O)N(C(C(=O)O1)C(C)C)C)C)C(C)C)NC(=O)C3=C4C(=C(C=C3)C)OC5=C(C(=O)C(=C(C5=N4)C(=O)NC6C(OC(=O)C(N(C(=O)CN(C(=O)C7CCCN7C(=O)C(NC6=O)C(C)C)C)C)C(C)C)C)N)C. Synergy scores: CSS=4.60, Synergy_ZIP=6.25, Synergy_Bliss=12.1, Synergy_Loewe=7.61, Synergy_HSA=8.07. (5) Drug 1: CN1C(=O)N2C=NC(=C2N=N1)C(=O)N. Drug 2: C1=CC=C(C(=C1)C(C2=CC=C(C=C2)Cl)C(Cl)Cl)Cl. Cell line: COLO 205. Synergy scores: CSS=-3.85, Synergy_ZIP=0.591, Synergy_Bliss=-3.89, Synergy_Loewe=-4.46, Synergy_HSA=-6.75.